From a dataset of Reaction yield outcomes from USPTO patents with 853,638 reactions. Predict the reaction yield, written as a fraction of the theoretical maximum amount of product (1.0 means a 100% yield; for example, 0.34 means a 34% yield). (1) The reactants are [OH:1][C:2]1[C:3]([O:20][CH3:21])=[C:4]([C:10]2[CH:11]=[C:12]3[C:16](=[CH:17][CH:18]=2)[C:15](=[O:19])[O:14][CH2:13]3)[CH:5]=[CH:6][C:7]=1[O:8][CH3:9].C(=O)([O-])[O-].[K+].[K+].[CH2:28](Br)[CH2:29][CH3:30]. The catalyst is C(#N)C. The product is [CH3:21][O:20][C:3]1[C:2]([O:1][CH2:28][CH2:29][CH3:30])=[C:7]([O:8][CH3:9])[CH:6]=[CH:5][C:4]=1[C:10]1[CH:11]=[C:12]2[C:16](=[CH:17][CH:18]=1)[C:15](=[O:19])[O:14][CH2:13]2. The yield is 0.328. (2) The reactants are Br[C:2]1[CH:23]=[CH:22][C:5]([C:6]([NH:8][S:9]([C:12]2[CH:17]=[CH:16][CH:15]=[CH:14][C:13]=2[S:18](=[O:21])(=[O:20])[NH2:19])(=[O:11])=[O:10])=[O:7])=[CH:4][C:3]=1[CH2:24][OH:25].[CH:26]1([C:32]#[CH:33])[CH2:31][CH2:30][CH2:29][CH2:28][CH2:27]1. No catalyst specified. The product is [CH:26]1([C:32]#[C:33][C:2]2[CH:23]=[CH:22][C:5]([C:6]([NH:8][S:9]([C:12]3[CH:17]=[CH:16][CH:15]=[CH:14][C:13]=3[S:18](=[O:21])(=[O:20])[NH2:19])(=[O:11])=[O:10])=[O:7])=[CH:4][C:3]=2[CH2:24][OH:25])[CH2:31][CH2:30][CH2:29][CH2:28][CH2:27]1. The yield is 0.320. (3) The product is [Cl:22][C:17]1[CH:16]=[C:15]([NH:14][C:7]2[C:6]3[C:11](=[C:2](/[CH:31]=[CH:32]/[CH3:33])[CH:3]=[C:4]([NH:23][CH2:24][C:25]4[CH:26]=[N:27][CH:28]=[CH:29][CH:30]=4)[CH:5]=3)[N:10]=[CH:9][C:8]=2[C:12]#[N:13])[CH:20]=[CH:19][C:18]=1[F:21]. The yield is 0.180. The reactants are Br[C:2]1[CH:3]=[C:4]([NH:23][CH2:24][C:25]2[CH:26]=[N:27][CH:28]=[CH:29][CH:30]=2)[CH:5]=[C:6]2[C:11]=1[N:10]=[CH:9][C:8]([C:12]#[N:13])=[C:7]2[NH:14][C:15]1[CH:20]=[CH:19][C:18]([F:21])=[C:17]([Cl:22])[CH:16]=1.[CH:31]([Mg]Br)=[CH:32][CH3:33].[Br-]. The catalyst is C1COCC1.C1C=CC([P]([Pd]([P](C2C=CC=CC=2)(C2C=CC=CC=2)C2C=CC=CC=2)([P](C2C=CC=CC=2)(C2C=CC=CC=2)C2C=CC=CC=2)[P](C2C=CC=CC=2)(C2C=CC=CC=2)C2C=CC=CC=2)(C2C=CC=CC=2)C2C=CC=CC=2)=CC=1.[Cl-].[Zn+2].[Cl-]. (4) The reactants are [F:1][C:2]([F:17])([F:16])[C:3]([NH:5][C:6]1[CH:7]=[CH:8][CH:9]=[C:10]2[C:15]=1[N:14]=[CH:13][CH:12]=[CH:11]2)=[O:4].[Cl:18][S:19](O)(=[O:21])=[O:20]. The catalyst is CCOC(C)=O. The product is [F:17][C:2]([F:1])([F:16])[C:3]([NH:5][C:6]1[C:15]2[N:14]=[CH:13][CH:12]=[CH:11][C:10]=2[C:9]([S:19]([Cl:18])(=[O:21])=[O:20])=[CH:8][CH:7]=1)=[O:4]. The yield is 0.310.